This data is from Reaction yield outcomes from USPTO patents with 853,638 reactions. The task is: Predict the reaction yield, written as a fraction of the theoretical maximum amount of product (1.0 means a 100% yield; for example, 0.34 means a 34% yield). The reactants are [C:1]([C:5]1[CH:10]=[CH:9][C:8]([N+:11]([O-:13])=[O:12])=[CH:7][C:6]=1[OH:14])([CH3:4])([CH3:3])[CH3:2].[C:15]([O-])([O-])=O.[K+].[K+].CI. The catalyst is CN(C=O)C.O. The product is [C:1]([C:5]1[CH:10]=[CH:9][C:8]([N+:11]([O-:13])=[O:12])=[CH:7][C:6]=1[O:14][CH3:15])([CH3:4])([CH3:2])[CH3:3]. The yield is 0.760.